Dataset: Full USPTO retrosynthesis dataset with 1.9M reactions from patents (1976-2016). Task: Predict the reactants needed to synthesize the given product. (1) The reactants are: [Si]([O:8][CH2:9][CH2:10][NH:11][C@:12]12[CH2:47][CH2:46][C@@H:45]([C:48]([CH3:50])=[CH2:49])[C@@H:13]1[C@@H:14]1[C@@:27]([CH3:30])([CH2:28][CH2:29]2)[C@@:26]2([CH3:31])[C@@H:17]([C@:18]3([CH3:44])[C@@H:23]([CH2:24][CH2:25]2)[C:22]([CH3:33])([CH3:32])[C:21]([C:34]2[CH:43]=[CH:42][C:37]([C:38]([O:40]C)=[O:39])=[CH:36][CH:35]=2)=[CH:20][CH2:19]3)[CH2:16][CH2:15]1)(C(C)(C)C)(C)C.CCCC[N+](CCCC)(CCCC)CCCC.[F-]. Given the product [OH:8][CH2:9][CH2:10][NH:11][C@:12]12[CH2:47][CH2:46][C@@H:45]([C:48]([CH3:50])=[CH2:49])[C@@H:13]1[C@@H:14]1[C@@:27]([CH3:30])([CH2:28][CH2:29]2)[C@@:26]2([CH3:31])[C@@H:17]([C@:18]3([CH3:44])[C@@H:23]([CH2:24][CH2:25]2)[C:22]([CH3:33])([CH3:32])[C:21]([C:34]2[CH:35]=[CH:36][C:37]([C:38]([OH:40])=[O:39])=[CH:42][CH:43]=2)=[CH:20][CH2:19]3)[CH2:16][CH2:15]1, predict the reactants needed to synthesize it. (2) Given the product [CH2:6]([C:12]1[CH:20]=[C:19]2[C:15]([C:16](=[O:23])[C:17]([CH3:22])([CH3:21])[CH2:18]2)=[CH:14][C:13]=1[O:24][CH2:25][CH2:26][CH2:27][C:28]([OH:30])=[O:29])[CH2:7][CH2:8][CH2:9][CH2:10][CH3:11], predict the reactants needed to synthesize it. The reactants are: C(O)C.[OH-].[K+].[CH2:6]([C:12]1[CH:20]=[C:19]2[C:15]([C:16](=[O:23])[C:17]([CH3:22])([CH3:21])[CH2:18]2)=[CH:14][C:13]=1[O:24][CH2:25][CH2:26][CH2:27][C:28]([O:30]CC)=[O:29])[CH2:7][CH2:8][CH2:9][CH2:10][CH3:11]. (3) Given the product [CH3:1][C:2]12[C:8]([CH3:9])([CH3:10])[C:5]([C:11]([O:13][CH2:14][C@@H:15]3[C@@H:17]([CH2:18][O:19][CH3:20])[C@:16]3([CH3:33])[C:21]3[CH:26]=[C:25]([CH:27]([CH3:28])[CH3:29])[CH:24]=[C:23]([CH:30]([CH3:32])[CH3:31])[CH:22]=3)=[O:12])([CH2:6][CH2:7]1)[O:4][C:3]2=[O:34], predict the reactants needed to synthesize it. The reactants are: [CH3:1][C:2]12[C:8]([CH3:10])([CH3:9])[C:5]([C:11]([O:13][CH2:14][CH:15]3[CH:17]([CH2:18][O:19][CH3:20])[C:16]3([CH3:33])[C:21]3[CH:26]=[C:25]([CH:27]([CH3:29])[CH3:28])[CH:24]=[C:23]([CH:30]([CH3:32])[CH3:31])[CH:22]=3)=[O:12])([CH2:6][CH2:7]1)[O:4][C:3]2=[O:34].COCC1[C@H](CO)C1(C)C1C=C(C(C)C)C=C(C(C)C)C=1.CCOC(C)=O. (4) Given the product [Cl:34][CH:32]([O:31][C:29](=[O:30])[N:10]([C:8]1[CH:7]=[CH:6][C:5]([C:19](=[O:20])[C:21]2[CH:26]=[CH:25][CH:24]=[CH:23][C:22]=2[CH3:27])=[C:4]([Cl:3])[CH:9]=1)[C:11]1[CH:16]=[CH:15][C:14]([F:17])=[CH:13][C:12]=1[CH3:18])[CH3:33], predict the reactants needed to synthesize it. The reactants are: [H-].[Na+].[Cl:3][C:4]1[CH:9]=[C:8]([NH:10][C:11]2[CH:16]=[CH:15][C:14]([F:17])=[CH:13][C:12]=2[CH3:18])[CH:7]=[CH:6][C:5]=1[C:19]([C:21]1[CH:26]=[CH:25][CH:24]=[CH:23][C:22]=1[CH3:27])=[O:20].Cl[C:29]([O:31][CH:32]([Cl:34])[CH3:33])=[O:30].[NH4+].[Cl-]. (5) Given the product [F:17][C:16]([F:19])([F:18])[C:45]([O-:46])=[O:40].[Cl:7][C:8]1[C:15]([C:16]([F:19])([F:18])[F:17])=[CH:14][CH:13]=[CH:12][C:9]=1[NH2+:1][CH3:2], predict the reactants needed to synthesize it. The reactants are: [NH:1]1CCCC[CH2:2]1.[Cl:7][C:8]1[C:15]([C:16]([F:19])([F:18])[F:17])=[CH:14][CH:13]=[CH:12][C:9]=1C=O.[BH4-].C([N+](CCCC)(CCCC)CCCC)CCC.C(O)(=[O:40])C.CN([CH:45]=[O:46])C.